The task is: Regression. Given a peptide amino acid sequence and an MHC pseudo amino acid sequence, predict their binding affinity value. This is MHC class II binding data.. This data is from Peptide-MHC class II binding affinity with 134,281 pairs from IEDB. (1) The peptide sequence is RMMEYGTTMVSYQPL. The MHC is HLA-DQA10501-DQB10301 with pseudo-sequence HLA-DQA10501-DQB10301. The binding affinity (normalized) is 0.440. (2) The peptide sequence is TMAGCGYLMFLGGVK. The MHC is HLA-DQA10102-DQB10501 with pseudo-sequence HLA-DQA10102-DQB10501. The binding affinity (normalized) is 0.677. (3) The peptide sequence is AAATAGTTVYYAFAA. The MHC is HLA-DPA10103-DPB10601 with pseudo-sequence HLA-DPA10103-DPB10601. The binding affinity (normalized) is 0. (4) The peptide sequence is TKDTNDNNLYKLHGG. The MHC is DRB4_0101 with pseudo-sequence DRB4_0103. The binding affinity (normalized) is 0. (5) The peptide sequence is EKKHFAATQFEPLAA. The MHC is HLA-DPA10301-DPB10402 with pseudo-sequence HLA-DPA10301-DPB10402. The binding affinity (normalized) is 0.783.